Dataset: Catalyst prediction with 721,799 reactions and 888 catalyst types from USPTO. Task: Predict which catalyst facilitates the given reaction. Reactant: [NH2:1][C:2]1[CH:3]=[CH:4][CH:5]=[C:6]2[C:11]=1[N:10]=[CH:9][CH:8]=[CH:7]2.[Cl:12][C:13]1[CH:18]=[CH:17][CH:16]=[C:15]([CH3:19])[C:14]=1[S:20](Cl)(=[O:22])=[O:21]. Product: [Cl:12][C:13]1[CH:18]=[CH:17][CH:16]=[C:15]([CH3:19])[C:14]=1[S:20]([NH:1][C:2]1[CH:3]=[CH:4][CH:5]=[C:6]2[C:11]=1[N:10]=[CH:9][CH:8]=[CH:7]2)(=[O:21])=[O:22]. The catalyst class is: 142.